From a dataset of TCR-epitope binding with 47,182 pairs between 192 epitopes and 23,139 TCRs. Binary Classification. Given a T-cell receptor sequence (or CDR3 region) and an epitope sequence, predict whether binding occurs between them. (1) The epitope is FTYASALWEI. The TCR CDR3 sequence is CASSLGGTTPYEQYF. Result: 1 (the TCR binds to the epitope). (2) The epitope is QECVRGTTVL. The TCR CDR3 sequence is CASSVGTNQPQHF. Result: 1 (the TCR binds to the epitope). (3) The epitope is ARMILMTHF. The TCR CDR3 sequence is CASSLDSNSYEQYF. Result: 0 (the TCR does not bind to the epitope). (4) The TCR CDR3 sequence is CASSYAGGPNEQFF. Result: 1 (the TCR binds to the epitope). The epitope is KTSVDCTMYI. (5) The epitope is KLGGALQAK. The TCR CDR3 sequence is CASSLKSSLSYNEQFF. Result: 1 (the TCR binds to the epitope). (6) The epitope is KRWIILGLNK. Result: 1 (the TCR binds to the epitope). The TCR CDR3 sequence is CASSPLGLSGANVLTF.